Dataset: Forward reaction prediction with 1.9M reactions from USPTO patents (1976-2016). Task: Predict the product of the given reaction. (1) The product is: [CH3:1][O:2][C:3]1[N:8]=[C:7]([C:9]([NH:39][CH2:38][C:34]2[CH:35]=[CH:36][CH:37]=[C:32]([C:31]([F:40])([F:41])[F:30])[CH:33]=2)=[O:10])[CH:6]=[N:5][C:4]=1[N:24]1[CH:28]=[C:27]([CH3:29])[N:26]=[CH:25]1. Given the reactants [CH3:1][O:2][C:3]1[N:8]=[C:7]([C:9](NCC2(C3C=CC=CC=3)CCCC2)=[O:10])[CH:6]=[N:5][C:4]=1[N:24]1[CH:28]=[C:27]([CH3:29])[N:26]=[CH:25]1.[F:30][C:31]([F:41])([F:40])[C:32]1[CH:33]=[C:34]([CH2:38][NH2:39])[CH:35]=[CH:36][CH:37]=1, predict the reaction product. (2) The product is: [NH2:13][C:11]1[N:12]=[C:7]([N:1]2[CH2:6][CH2:5][N:4]([C:32](=[O:33])[CH2:31][O:30][C:29]3[CH:35]=[CH:36][C:26]([O:25][C:24]([F:37])([F:23])[F:38])=[CH:27][CH:28]=3)[CH2:3][CH2:2]2)[C:8]2[N:16]=[C:15]([C:17]3[CH:18]=[N:19][CH:20]=[CH:21][CH:22]=3)[S:14][C:9]=2[N:10]=1. Given the reactants [N:1]1([C:7]2[C:8]3[N:16]=[C:15]([C:17]4[CH:18]=[N:19][CH:20]=[CH:21][CH:22]=4)[S:14][C:9]=3[N:10]=[C:11]([NH2:13])[N:12]=2)[CH2:6][CH2:5][NH:4][CH2:3][CH2:2]1.[F:23][C:24]([F:38])([F:37])[O:25][C:26]1[CH:36]=[CH:35][C:29]([O:30][CH2:31][C:32](O)=[O:33])=[CH:28][CH:27]=1, predict the reaction product. (3) Given the reactants [F:1][C:2]([F:7])([F:6])[C:3]([OH:5])=[O:4].[NH2:8][C@H:9]1[C:16](=[O:17])[N:15]2[C@@H:11]([S:12][CH2:13][C@H:14]2[C:18]#[N:19])[CH2:10]1.C(O)(=O)C.[CH:24](=O)[C:25]1[CH:30]=[CH:29][CH:28]=[CH:27][CH:26]=1.C(O[BH-](OC(=O)C)OC(=O)C)(=O)C.[Na+], predict the reaction product. The product is: [F:1][C:2]([F:7])([F:6])[C:3]([OH:5])=[O:4].[CH2:24]([NH:8][C@H:9]1[C:16](=[O:17])[N:15]2[C@@H:11]([S:12][CH2:13][C@H:14]2[C:18]#[N:19])[CH2:10]1)[C:25]1[CH:30]=[CH:29][CH:28]=[CH:27][CH:26]=1. (4) Given the reactants [Cl:1][C:2]1[CH:7]=[CH:6][C:5]([NH:8][C:9](=[O:15])[O:10][C:11]([CH3:14])([CH3:13])[CH3:12])=[C:4]([C:16]2[CH:24]=[C:23]3[N:19]([CH:20]([C:25]#[CH:26])[CH2:21][CH2:22]3)[C:18](=[O:27])[CH:17]=2)[CH:3]=1.Cl.[N:29]([C:32]1[CH:38]=[CH:37][C:35]([NH2:36])=[CH:34][CH:33]=1)=[N+:30]=[N-:31].O=C1O[C@H]([C@H](CO)O)C([O-])=C1O.[Na+].C(=O)([O-])O.[Na+], predict the reaction product. The product is: [NH2:36][C:35]1[CH:37]=[CH:38][C:32]([N:29]2[CH:26]=[C:25]([CH:20]3[N:19]4[C:23](=[CH:24][C:16]([C:4]5[CH:3]=[C:2]([Cl:1])[CH:7]=[CH:6][C:5]=5[NH:8][C:9](=[O:15])[O:10][C:11]([CH3:14])([CH3:13])[CH3:12])=[CH:17][C:18]4=[O:27])[CH2:22][CH2:21]3)[N:31]=[N:30]2)=[CH:33][CH:34]=1. (5) Given the reactants [N:1]([CH2:4][C@@H:5]1[C@H:9]2[O:10][C:11]([CH3:14])([CH3:13])[O:12][C@H:8]2[C@H:7]([N:15]2[C:19]3[N:20]=[CH:21][N:22]=[C:23](Cl)[C:18]=3[CH:17]=[CH:16]2)[CH2:6]1)=[N+:2]=[N-:3].[NH3:25], predict the reaction product. The product is: [N:1]([CH2:4][C@@H:5]1[C@H:9]2[O:10][C:11]([CH3:14])([CH3:13])[O:12][C@H:8]2[C@H:7]([N:15]2[C:19]3[N:20]=[CH:21][N:22]=[C:23]([NH2:25])[C:18]=3[CH:17]=[CH:16]2)[CH2:6]1)=[N+:2]=[N-:3]. (6) Given the reactants [C:1]([CH2:4][C:5]1([NH:9][C:10]([C:12]2[CH:17]=[C:16](Cl)[C:15]([CH:19]3[CH2:21][CH2:20]3)=[CH:14][N:13]=2)=[O:11])[CH2:8][O:7][CH2:6]1)(=[O:3])[NH2:2].[F:22][C:23]([F:28])([F:27])[C@H:24]([OH:26])[CH3:25].[H-].[Na+], predict the reaction product. The product is: [C:1]([CH2:4][C:5]1([NH:9][C:10]([C:12]2[CH:17]=[C:16]([O:26][C@H:24]([CH3:25])[C:23]([F:28])([F:27])[F:22])[C:15]([CH:19]3[CH2:21][CH2:20]3)=[CH:14][N:13]=2)=[O:11])[CH2:8][O:7][CH2:6]1)(=[O:3])[NH2:2]. (7) The product is: [ClH:17].[F:1][C:2]1[CH:3]=[CH:4][C:5](/[CH:8]=[CH:11]/[C:12]([OH:14])=[O:13])=[N:6][CH:7]=1. Given the reactants [F:1][C:2]1[CH:3]=[CH:4][C:5]([CH:8]=O)=[N:6][CH:7]=1.C(O)(=O)[CH2:11][C:12]([OH:14])=[O:13].[ClH:17], predict the reaction product. (8) Given the reactants [CH3:1][N:2]1[C:10]2[N:9]=[C:8]([Br:11])[N:7]([CH2:12][C:13]#[C:14][CH3:15])[C:6]=2[C:5](=[O:16])[NH:4][C:3]1=[O:17].Br[CH2:19][C:20]1[S:21][C:22]2[CH:28]=[CH:27][C:26]([F:29])=[CH:25][C:23]=2[N:24]=1.C(=O)([O-])[O-].[K+].[K+].O, predict the reaction product. The product is: [F:29][C:26]1[CH:27]=[CH:28][C:22]2[S:21][C:20]([CH2:19][N:4]3[C:5](=[O:16])[C:6]4[N:7]([CH2:12][C:13]#[C:14][CH3:15])[C:8]([Br:11])=[N:9][C:10]=4[N:2]([CH3:1])[C:3]3=[O:17])=[N:24][C:23]=2[CH:25]=1.